Dataset: Full USPTO retrosynthesis dataset with 1.9M reactions from patents (1976-2016). Task: Predict the reactants needed to synthesize the given product. (1) Given the product [C:14]([CH:13]([C:12]#[N:16])[C:18]([CH3:24])([C:25]1[N:29]=[C:28]([CH3:30])[O:27][N:26]=1)[C:19]([O:21][CH2:22][CH3:23])=[O:20])#[N:15], predict the reactants needed to synthesize it. The reactants are: C1CCN2C(=NCCC2)CC1.[C:12](#[N:16])[CH2:13][C:14]#[N:15].Br[C:18]([C:25]1[N:29]=[C:28]([CH3:30])[O:27][N:26]=1)([CH3:24])[C:19]([O:21][CH2:22][CH3:23])=[O:20]. (2) Given the product [Cl:13][C:3]1[CH:4]=[C:5]([NH:9][C:10](=[O:12])[CH3:11])[CH:6]=[C:7]([F:8])[C:2]=1[C:21]1[CH:22]=[CH:23][C:18]([S:15]([CH3:14])(=[O:17])=[O:16])=[CH:19][CH:20]=1, predict the reactants needed to synthesize it. The reactants are: Br[C:2]1[C:7]([F:8])=[CH:6][C:5]([NH:9][C:10](=[O:12])[CH3:11])=[CH:4][C:3]=1[Cl:13].[CH3:14][S:15]([C:18]1[CH:23]=[CH:22][C:21](B(O)O)=[CH:20][CH:19]=1)(=[O:17])=[O:16].C(=O)([O-])[O-].[Na+].[Na+].O. (3) Given the product [C:11]([C:5]1[CH:6]=[CH:9][C:10]([CH:15]=[O:18])=[CH:3][CH:4]=1)#[CH:12], predict the reactants needed to synthesize it. The reactants are: C[Si](C)(C)[C:3]1[CH:10]=[CH:9][C:6](C=O)=[C:5]([C:11]#[CH:12])[CH:4]=1.[C:15](=[O:18])([O-])[O-].[Na+].[Na+].